Dataset: NCI-60 drug combinations with 297,098 pairs across 59 cell lines. Task: Regression. Given two drug SMILES strings and cell line genomic features, predict the synergy score measuring deviation from expected non-interaction effect. (1) Drug 1: C1CCC(CC1)NC(=O)N(CCCl)N=O. Drug 2: CCC1(CC2CC(C3=C(CCN(C2)C1)C4=CC=CC=C4N3)(C5=C(C=C6C(=C5)C78CCN9C7C(C=CC9)(C(C(C8N6C=O)(C(=O)OC)O)OC(=O)C)CC)OC)C(=O)OC)O.OS(=O)(=O)O. Cell line: CCRF-CEM. Synergy scores: CSS=51.4, Synergy_ZIP=9.13, Synergy_Bliss=10.2, Synergy_Loewe=-15.1, Synergy_HSA=8.44. (2) Drug 1: CC12CCC3C(C1CCC2=O)CC(=C)C4=CC(=O)C=CC34C. Drug 2: CCN(CC)CCCC(C)NC1=C2C=C(C=CC2=NC3=C1C=CC(=C3)Cl)OC. Cell line: HCC-2998. Synergy scores: CSS=51.3, Synergy_ZIP=2.38, Synergy_Bliss=1.64, Synergy_Loewe=-7.39, Synergy_HSA=3.38. (3) Drug 1: C1CCN(CC1)CCOC2=CC=C(C=C2)C(=O)C3=C(SC4=C3C=CC(=C4)O)C5=CC=C(C=C5)O. Drug 2: C1=CC=C(C(=C1)C(C2=CC=C(C=C2)Cl)C(Cl)Cl)Cl. Cell line: LOX IMVI. Synergy scores: CSS=4.23, Synergy_ZIP=-1.39, Synergy_Bliss=0.990, Synergy_Loewe=1.68, Synergy_HSA=1.68. (4) Drug 1: CCC1(CC2CC(C3=C(CCN(C2)C1)C4=CC=CC=C4N3)(C5=C(C=C6C(=C5)C78CCN9C7C(C=CC9)(C(C(C8N6C=O)(C(=O)OC)O)OC(=O)C)CC)OC)C(=O)OC)O.OS(=O)(=O)O. Drug 2: CC(C)CN1C=NC2=C1C3=CC=CC=C3N=C2N. Cell line: MOLT-4. Synergy scores: CSS=18.1, Synergy_ZIP=1.27, Synergy_Bliss=-2.45, Synergy_Loewe=-19.7, Synergy_HSA=-5.64. (5) Drug 1: C1=NC(=NC(=O)N1C2C(C(C(O2)CO)O)O)N. Drug 2: CCC1(C2=C(COC1=O)C(=O)N3CC4=CC5=C(C=CC(=C5CN(C)C)O)N=C4C3=C2)O.Cl. Cell line: SK-OV-3. Synergy scores: CSS=16.7, Synergy_ZIP=-9.47, Synergy_Bliss=-3.02, Synergy_Loewe=-13.4, Synergy_HSA=-3.58. (6) Drug 1: C1=NC2=C(N=C(N=C2N1C3C(C(C(O3)CO)O)O)F)N. Drug 2: C1CCC(C(C1)N)N.C(=O)(C(=O)[O-])[O-].[Pt+4]. Cell line: SF-295. Synergy scores: CSS=22.6, Synergy_ZIP=-7.59, Synergy_Bliss=-2.06, Synergy_Loewe=-10.2, Synergy_HSA=-4.16. (7) Drug 1: C1=NC(=NC(=O)N1C2C(C(C(O2)CO)O)O)N. Drug 2: CC12CCC3C(C1CCC2O)C(CC4=C3C=CC(=C4)O)CCCCCCCCCS(=O)CCCC(C(F)(F)F)(F)F. Cell line: U251. Synergy scores: CSS=8.69, Synergy_ZIP=-0.517, Synergy_Bliss=0.567, Synergy_Loewe=3.33, Synergy_HSA=1.25. (8) Drug 1: C1CNP(=O)(OC1)N(CCCl)CCCl. Drug 2: CC12CCC3C(C1CCC2OP(=O)(O)O)CCC4=C3C=CC(=C4)OC(=O)N(CCCl)CCCl.[Na+]. Cell line: OVCAR-5. Synergy scores: CSS=6.37, Synergy_ZIP=-3.68, Synergy_Bliss=-3.01, Synergy_Loewe=-7.46, Synergy_HSA=-1.68. (9) Drug 1: COC1=C(C=C2C(=C1)N=CN=C2NC3=CC(=C(C=C3)F)Cl)OCCCN4CCOCC4. Drug 2: C1=NC2=C(N=C(N=C2N1C3C(C(C(O3)CO)O)O)F)N. Cell line: HOP-62. Synergy scores: CSS=31.7, Synergy_ZIP=-5.98, Synergy_Bliss=-0.343, Synergy_Loewe=2.65, Synergy_HSA=2.47. (10) Drug 1: CC(C)(C1=NC(=CC=C1)N2C3=NC(=NC=C3C(=O)N2CC=C)NC4=CC=C(C=C4)N5CCN(CC5)C)O. Drug 2: C1CCC(C(C1)[NH-])[NH-].C(=O)(C(=O)[O-])[O-].[Pt+4]. Cell line: NCI-H460. Synergy scores: CSS=34.3, Synergy_ZIP=-1.99, Synergy_Bliss=-5.49, Synergy_Loewe=-8.88, Synergy_HSA=-3.43.